From a dataset of Reaction yield outcomes from USPTO patents with 853,638 reactions. Predict the reaction yield, written as a fraction of the theoretical maximum amount of product (1.0 means a 100% yield; for example, 0.34 means a 34% yield). (1) The reactants are [CH3:1][O:2][C:3]1[CH:8]=[CH:7][CH:6]=[CH:5][C:4]=1[CH:9]1[CH2:11][O:10]1.[OH:12][C:13]1[CH:20]=[CH:19][C:16]([CH:17]=[O:18])=[CH:15][CH:14]=1.[OH-].[Na+]. The catalyst is C1(C)C=CC=CC=1. The product is [OH:10][CH:9]([C:4]1[CH:5]=[CH:6][CH:7]=[CH:8][C:3]=1[O:2][CH3:1])[CH2:11][O:12][C:13]1[CH:20]=[CH:19][C:16]([CH:17]=[O:18])=[CH:15][CH:14]=1. The yield is 0.200. (2) The product is [CH3:17][NH:16][C:7]1[N:8]=[C:9]([NH:12][CH2:13][CH2:14][CH3:15])[C:10]2[N:11]=[C:2]([C:25]#[N:26])[N:3]=[C:4]([NH:18][CH2:19][CH2:20][CH3:21])[C:5]=2[N:6]=1. No catalyst specified. The yield is 0.700. The reactants are Cl[C:2]1[N:3]=[C:4]([NH:18][CH2:19][CH2:20][CH3:21])[C:5]2[N:6]=[C:7]([NH:16][CH3:17])[N:8]=[C:9]([NH:12][CH2:13][CH2:14][CH3:15])[C:10]=2[N:11]=1.[C-]#N.[K+].[CH3:25][NH:26]C1C2N=C(NCCC)N=C(NC)C=2N=C(C#N)N=1. (3) The reactants are [ClH:1].[NH2:2][C:3]1[S:4][C:5]([C:16]2[CH:21]=[CH:20][N:19]=[C:18]([NH:22][CH2:23][C:24]3[CH:29]=[CH:28][CH:27]=[CH:26][CH:25]=3)[CH:17]=2)=[C:6]([C:8]2[CH:13]=[C:12]([CH3:14])[CH:11]=[C:10]([CH3:15])[CH:9]=2)[N:7]=1. The catalyst is CO. The product is [ClH:1].[ClH:1].[NH2:2][C:3]1[S:4][C:5]([C:16]2[CH:21]=[CH:20][N:19]=[C:18]([NH:22][CH2:23][C:24]3[CH:29]=[CH:28][CH:27]=[CH:26][CH:25]=3)[CH:17]=2)=[C:6]([C:8]2[CH:13]=[C:12]([CH3:14])[CH:11]=[C:10]([CH3:15])[CH:9]=2)[N:7]=1. The yield is 0.760. (4) The reactants are [Cl:1][C:2]1[N:7]=[C:6](Cl)[CH:5]=[CH:4][N:3]=1.[C:9]([C:11]1[CH:17]=[CH:16][CH:15]=[CH:14][C:12]=1[NH2:13])#[N:10]. The catalyst is Cl.O. The product is [Cl:1][C:2]1[N:7]=[C:6]([NH:13][C:12]2[CH:14]=[CH:15][CH:16]=[CH:17][C:11]=2[C:9]#[N:10])[CH:5]=[CH:4][N:3]=1. The yield is 0.360.